From a dataset of Forward reaction prediction with 1.9M reactions from USPTO patents (1976-2016). Predict the product of the given reaction. (1) Given the reactants [CH2:1]([O:8][C:9]1[CH:13]=[C:12]([C:14]([O:16][CH2:17][CH3:18])=[O:15])[N:11]([CH2:19][CH2:20][CH2:21][NH:22]C(OC(C)(C)C)=O)[N:10]=1)[C:2]1[CH:7]=[CH:6][CH:5]=[CH:4][CH:3]=1, predict the reaction product. The product is: [CH2:1]([O:8][C:9]1[CH:13]=[C:12]([C:14]([O:16][CH2:17][CH3:18])=[O:15])[N:11]([CH2:19][CH2:20][CH2:21][NH2:22])[N:10]=1)[C:2]1[CH:7]=[CH:6][CH:5]=[CH:4][CH:3]=1. (2) Given the reactants [CH:1]1[C:10]2[C:5](=[CH:6][CH:7]=[CH:8][CH:9]=2)[CH:4]=[CH:3][C:2]=1[CH2:11][O:12][C:13]1[CH:14]=[C:15]([CH:20]=[C:21]([N+:23]([O-:25])=[O:24])[CH:22]=1)[C:16](OC)=[O:17].O.[NH2:27][NH2:28], predict the reaction product. The product is: [CH:1]1[C:10]2[C:5](=[CH:6][CH:7]=[CH:8][CH:9]=2)[CH:4]=[CH:3][C:2]=1[CH2:11][O:12][C:13]1[CH:14]=[C:15]([CH:20]=[C:21]([N+:23]([O-:25])=[O:24])[CH:22]=1)[C:16]([NH:27][NH2:28])=[O:17]. (3) The product is: [Br:1][C:2]1[C:3](=[O:21])[N:4]([C:10]2[CH:11]=[C:12]([CH:17]=[CH:18][C:19]=2[CH3:20])[C:13]([OH:15])=[O:14])[C:5]([CH3:9])=[CH:6][C:7]=1[OH:8]. Given the reactants [Br:1][C:2]1[C:3](=[O:21])[N:4]([C:10]2[CH:11]=[C:12]([CH:17]=[CH:18][C:19]=2[CH3:20])[C:13]([O:15]C)=[O:14])[C:5]([CH3:9])=[CH:6][C:7]=1[OH:8].P([O-])([O-])([O-])=O.[K+].[K+].[K+].[OH-].[Na+].Cl, predict the reaction product. (4) Given the reactants [F:1][CH:2]([CH2:6][C:7]1[CH:12]=[CH:11][C:10]([O:13][CH2:14][C:15]#[CH:16])=[C:9]([O:17][CH3:18])[CH:8]=1)[C:3](Cl)=[O:4].[CH3:19][C:20]1[CH:27]=[CH:26][C:23]([CH2:24][NH2:25])=[CH:22][CH:21]=1, predict the reaction product. The product is: [CH3:19][C:20]1[CH:27]=[CH:26][C:23]([CH2:24][NH:25][C:3](=[O:4])[CH:2]([F:1])[CH2:6][C:7]2[CH:12]=[CH:11][C:10]([O:13][CH2:14][C:15]#[CH:16])=[C:9]([O:17][CH3:18])[CH:8]=2)=[CH:22][CH:21]=1. (5) Given the reactants [C:1]1([O:7][C:8]2[CH:9]=[CH:10][C:11]([C:18]([F:21])([F:20])[F:19])=[C:12]([CH:17]=2)[C:13]([O:15]C)=[O:14])[CH:6]=[CH:5][CH:4]=[CH:3][CH:2]=1.[OH-].[Na+], predict the reaction product. The product is: [C:1]1([O:7][C:8]2[CH:9]=[CH:10][C:11]([C:18]([F:19])([F:20])[F:21])=[C:12]([CH:17]=2)[C:13]([OH:15])=[O:14])[CH:2]=[CH:3][CH:4]=[CH:5][CH:6]=1. (6) The product is: [NH2:3][O:12][CH:13]1[CH2:14][CH2:15][N:16]([C:19]([O:21][C:22]([CH3:25])([CH3:24])[CH3:23])=[O:20])[CH2:17][CH2:18]1. Given the reactants O=C1C2C(=CC=CC=2)C(=O)[N:3]1[O:12][CH:13]1[CH2:18][CH2:17][N:16]([C:19]([O:21][C:22]([CH3:25])([CH3:24])[CH3:23])=[O:20])[CH2:15][CH2:14]1.O.NN, predict the reaction product. (7) Given the reactants Br[CH:2]1[CH2:7][N:6]([S:8]([C:11]2[CH:17]=[CH:16][C:14]([CH3:15])=[CH:13][CH:12]=2)(=[O:10])=[O:9])[CH2:5][C:4]([CH3:19])([CH3:18])[C:3]1=O.[C:21]([NH2:24])(=[S:23])[CH3:22], predict the reaction product. The product is: [CH3:22][C:21]1[S:23][C:2]2[CH2:7][N:6]([S:8]([C:11]3[CH:17]=[CH:16][C:14]([CH3:15])=[CH:13][CH:12]=3)(=[O:10])=[O:9])[CH2:5][C:4]([CH3:19])([CH3:18])[C:3]=2[N:24]=1. (8) Given the reactants [H][H].[O:3]1[CH2:8][CH:7]=[C:6]([C:9]2[CH:10]=[C:11]3[N:27]([CH3:28])[CH:26]=[CH:25][C:12]3=[N:13][C:14]=2[C@@H:15]([NH:17][C:18](=[O:24])[O:19][C:20]([CH3:23])([CH3:22])[CH3:21])[CH3:16])[CH2:5][CH2:4]1, predict the reaction product. The product is: [CH3:28][N:27]1[C:11]2[C:12](=[N:13][C:14]([C@@H:15]([NH:17][C:18](=[O:24])[O:19][C:20]([CH3:23])([CH3:22])[CH3:21])[CH3:16])=[C:9]([CH:6]3[CH2:7][CH2:8][O:3][CH2:4][CH2:5]3)[CH:10]=2)[CH:25]=[CH:26]1. (9) Given the reactants [C:1]([O:5][CH3:6])(=[O:4])[CH:2]=[CH2:3].[CH3:7][N:8]([CH3:25])[C:9]1([C:19]2[CH:24]=[CH:23][CH:22]=[CH:21][CH:20]=2)[CH2:18][CH2:17][C:12]2([CH2:16][NH:15][CH2:14][CH2:13]2)[CH2:11][CH2:10]1, predict the reaction product. The product is: [CH3:6][O:5][C:1](=[O:4])[CH2:2][CH2:3][N:15]1[CH2:14][CH2:13][C:12]2([CH2:11][CH2:10][C:9]([N:8]([CH3:25])[CH3:7])([C:19]3[CH:24]=[CH:23][CH:22]=[CH:21][CH:20]=3)[CH2:18][CH2:17]2)[CH2:16]1. (10) The product is: [CH2:22]([NH:21][C:19]([C:13]1[CH:12]=[C:11]2[C:16]([CH:17]=[N:18][C:9]([NH:8][C@H:5]3[CH2:4][CH2:3][C@H:2]([NH:1][S:32]([CH:29]4[CH2:31][CH2:30]4)(=[O:34])=[O:33])[CH2:7][CH2:6]3)=[N:10]2)=[CH:15][CH:14]=1)=[O:20])[C:23]1[CH:24]=[CH:25][CH:26]=[CH:27][CH:28]=1. Given the reactants [NH2:1][C@H:2]1[CH2:7][CH2:6][C@H:5]([NH:8][C:9]2[N:18]=[CH:17][C:16]3[C:11](=[CH:12][C:13]([C:19]([NH:21][CH2:22][C:23]4[CH:28]=[CH:27][CH:26]=[CH:25][CH:24]=4)=[O:20])=[CH:14][CH:15]=3)[N:10]=2)[CH2:4][CH2:3]1.[CH:29]1([S:32](Cl)(=[O:34])=[O:33])[CH2:31][CH2:30]1.C(N(CC)CC)C.ClC(Cl)C.C(COC)OC, predict the reaction product.